Dataset: Full USPTO retrosynthesis dataset with 1.9M reactions from patents (1976-2016). Task: Predict the reactants needed to synthesize the given product. Given the product [CH3:1][C:2]1[C:6]([CH:7]2[NH:8][C:9]3[CH:21]=[CH:20][C:19]([CH2:22][C:23]([OH:25])=[O:24])=[CH:18][C:10]=3[N:11]2[CH2:12][C:13]([O:15][CH2:16][CH3:17])=[O:14])=[C:5]([CH3:33])[O:4][N:3]=1, predict the reactants needed to synthesize it. The reactants are: [CH3:1][C:2]1[C:6]([C:7]2[N:11]([CH2:12][C:13]([O:15][CH2:16][CH3:17])=[O:14])[C:10]3[CH:18]=[C:19]([CH2:22][C:23]([O:25]CC4C=CC=CC=4)=[O:24])[CH:20]=[CH:21][C:9]=3[N:8]=2)=[C:5]([CH3:33])[O:4][N:3]=1.